From a dataset of Forward reaction prediction with 1.9M reactions from USPTO patents (1976-2016). Predict the product of the given reaction. Given the reactants [CH3:1][N:2]1[CH2:25][CH2:24][C:5]2[N:6]([CH2:14][C:15]([C:18]3[CH:23]=[CH:22][N:21]=[CH:20][CH:19]=3)(O)[CH3:16])[C:7]3[CH:8]=[CH:9][C:10]([CH3:13])=[CH:11][C:12]=3[C:4]=2[CH2:3]1.C(N(S(F)(F)[F:32])CC)C, predict the reaction product. The product is: [F:32][C:15]([C:18]1[CH:23]=[CH:22][N:21]=[CH:20][CH:19]=1)([CH3:16])[CH2:14][N:6]1[C:7]2[CH:8]=[CH:9][C:10]([CH3:13])=[CH:11][C:12]=2[C:4]2[CH2:3][N:2]([CH3:1])[CH2:25][CH2:24][C:5]1=2.